Dataset: Catalyst prediction with 721,799 reactions and 888 catalyst types from USPTO. Task: Predict which catalyst facilitates the given reaction. (1) Reactant: F[C:2]1[CH:7]=[CH:6][CH:5]=[CH:4][C:3]=1[N+:8]([O-:10])=[O:9].[CH:11]([NH2:14])([CH3:13])[CH3:12].CCN(C(C)C)C(C)C. Product: [N+:8]([C:3]1[CH:4]=[CH:5][CH:6]=[CH:7][C:2]=1[NH:14][CH:11]([CH3:13])[CH3:12])([O-:10])=[O:9]. The catalyst class is: 16. (2) Reactant: C([O:3][C:4]([C:6]1[C:10]([N+:11]([O-:13])=[O:12])=[CH:9][N:8]([CH2:14][CH2:15][C:16]2[CH:21]=[CH:20][CH:19]=[CH:18][CH:17]=2)[N:7]=1)=O)C.[BH4-].[Na+]. Product: [N+:11]([C:10]1[C:6]([CH2:4][OH:3])=[N:7][N:8]([CH2:14][CH2:15][C:16]2[CH:17]=[CH:18][CH:19]=[CH:20][CH:21]=2)[CH:9]=1)([O-:13])=[O:12]. The catalyst class is: 5. (3) Reactant: Cl[C:2]1[C:11]([CH3:12])=[C:10]([Cl:13])[C:9]2[C:4](=[CH:5][C:6]([F:15])=[CH:7][C:8]=2[F:14])[N:3]=1.[CH3:16][S:17][C:18]1[CH:23]=[CH:22][CH:21]=[CH:20][C:19]=1B(O)O.C(=O)([O-])[O-].[Na+].[Na+].C(#N)C. Product: [Cl:13][C:10]1[C:9]2[C:4](=[CH:5][C:6]([F:15])=[CH:7][C:8]=2[F:14])[N:3]=[C:2]([C:19]2[CH:20]=[CH:21][CH:22]=[CH:23][C:18]=2[S:17][CH3:16])[C:11]=1[CH3:12]. The catalyst class is: 103.